From a dataset of Reaction yield outcomes from USPTO patents with 853,638 reactions. Predict the reaction yield, written as a fraction of the theoretical maximum amount of product (1.0 means a 100% yield; for example, 0.34 means a 34% yield). The reactants are Cl[C:2]1[N:7]=[CH:6][C:5]([O:8][C:9]2[C:18]3[C:13](=[CH:14][C:15]([O:21][CH3:22])=[C:16]([O:19][CH3:20])[CH:17]=3)[N:12]=[CH:11][CH:10]=2)=[CH:4][CH:3]=1.[CH3:23][O-:24].[Na+].O. The catalyst is C1(C)C=CC=CC=1. The product is [CH3:20][O:19][C:16]1[CH:17]=[C:18]2[C:13](=[CH:14][C:15]=1[O:21][CH3:22])[N:12]=[CH:11][CH:10]=[C:9]2[O:8][C:5]1[CH:6]=[N:7][C:2]([O:24][CH3:23])=[CH:3][CH:4]=1. The yield is 0.610.